From a dataset of Peptide-MHC class II binding affinity with 134,281 pairs from IEDB. Regression. Given a peptide amino acid sequence and an MHC pseudo amino acid sequence, predict their binding affinity value. This is MHC class II binding data. The peptide sequence is LHKLQTYPRTNTGSG. The MHC is DRB1_1501 with pseudo-sequence DRB1_1501. The binding affinity (normalized) is 0.533.